This data is from Full USPTO retrosynthesis dataset with 1.9M reactions from patents (1976-2016). The task is: Predict the reactants needed to synthesize the given product. Given the product [O:19]=[C:5]1[C:6]([NH:10][CH2:11][CH2:12][C:13]2[CH:18]=[CH:17][CH:16]=[CH:20][N:22]=2)=[N:7][CH:8]=[CH:9][N:4]1[CH2:3][CH2:2][O:1][C:27](=[O:30])[CH3:28], predict the reactants needed to synthesize it. The reactants are: [OH:1][CH2:2][CH2:3][N:4]1[CH:9]=[CH:8][N:7]=[C:6]([NH:10][CH2:11][CH2:12][C:13]2C=N[CH:16]=[CH:17][CH:18]=2)[C:5]1=[O:19].[CH2:20]([N:22](CC)CC)C.[C:27]([O:30]C(=O)C)(=O)[CH3:28].